Dataset: Peptide-MHC class II binding affinity with 134,281 pairs from IEDB. Task: Regression. Given a peptide amino acid sequence and an MHC pseudo amino acid sequence, predict their binding affinity value. This is MHC class II binding data. (1) The peptide sequence is SQALELSWNLNGLQAY. The MHC is DRB1_0401 with pseudo-sequence DRB1_0401. The binding affinity (normalized) is 0.179. (2) The peptide sequence is SQDLELSWNDNGLQAY. The MHC is DRB1_0401 with pseudo-sequence DRB1_0401. The binding affinity (normalized) is 0.382.